From a dataset of Forward reaction prediction with 1.9M reactions from USPTO patents (1976-2016). Predict the product of the given reaction. (1) Given the reactants [Cl:1][C:2]1[CH:27]=[C:26]([Cl:28])[CH:25]=[CH:24][C:3]=1[C:4]1[CH:5]=[CH:6][C:7]([CH2:22][CH3:23])=[C:8]([CH:10]2[C:15](=[O:16])[C:14]([CH3:18])([CH3:17])[O:13][C:12]([CH3:20])([CH3:19])[C:11]2=[O:21])[CH:9]=1.[N:29]([O-:31])=[O:30].[Na+].[N+]([O-])(O)=O, predict the reaction product. The product is: [Cl:1][C:2]1[CH:27]=[C:26]([Cl:28])[CH:25]=[CH:24][C:3]=1[C:4]1[CH:5]=[CH:6][C:7]([CH2:22][CH3:23])=[C:8]([C:10]2([N+:29]([O-:31])=[O:30])[C:15](=[O:16])[C:14]([CH3:17])([CH3:18])[O:13][C:12]([CH3:19])([CH3:20])[C:11]2=[O:21])[CH:9]=1. (2) Given the reactants [Cl:1][C:2]1[CH:3]=[CH:4][C:5]2[N:11]3[CH:12]=[CH:13][CH:14]=[C:10]3[C@@H:9]([CH2:15][C:16]([NH:18][CH2:19][C:20]([O:22]C)=[O:21])=[O:17])[O:8][C@H:7]([C:24]3[CH:29]=[CH:28][CH:27]=[C:26]([O:30][CH3:31])[C:25]=3[O:32][CH3:33])[C:6]=2[CH:34]=1.C(=O)([O-])[O-].[K+].[K+].Cl.C(OCC)(=O)C, predict the reaction product. The product is: [Cl:1][C:2]1[CH:3]=[CH:4][C:5]2[N:11]3[CH:12]=[CH:13][CH:14]=[C:10]3[C@@H:9]([CH2:15][C:16]([NH:18][CH2:19][C:20]([OH:22])=[O:21])=[O:17])[O:8][C@H:7]([C:24]3[CH:29]=[CH:28][CH:27]=[C:26]([O:30][CH3:31])[C:25]=3[O:32][CH3:33])[C:6]=2[CH:34]=1. (3) Given the reactants [NH:1]1[CH:5]=[N:4][CH:3]=[N:2]1.P(Cl)(Cl)(Cl)=O.[CH:11]1([C:15]2[N:23]3[C:18](C(=O)NC=N3)=[C:17]([I:25])[N:16]=2)[CH2:14][CH2:13][CH2:12]1, predict the reaction product. The product is: [CH:11]1([C:15]2[N:23]3[C:18]([C:5]([NH2:1])=[N:4][CH:3]=[N:2]3)=[C:17]([I:25])[N:16]=2)[CH2:14][CH2:13][CH2:12]1. (4) Given the reactants [N+:1]([C:4]1[CH:5]=[CH:6][C:7]([N:10]2[CH2:15][CH2:14][NH:13][C:12](=[O:16])[CH2:11]2)=[N:8][CH:9]=1)([O-:3])=[O:2].C[Si]([N-][Si](C)(C)C)(C)C.[Na+].C1COCC1.[CH2:32](Br)[C:33]1[CH:38]=[CH:37][CH:36]=[CH:35][CH:34]=1, predict the reaction product. The product is: [CH2:32]([N:13]1[CH2:14][CH2:15][N:10]([C:7]2[CH:6]=[CH:5][C:4]([N+:1]([O-:3])=[O:2])=[CH:9][N:8]=2)[CH2:11][C:12]1=[O:16])[C:33]1[CH:38]=[CH:37][CH:36]=[CH:35][CH:34]=1. (5) Given the reactants Cl.[NH2:2][CH2:3][C:4]1[C:9]([F:10])=[CH:8][C:7]([NH:11][S:12]([CH3:15])(=[O:14])=[O:13])=[C:6]([F:16])[CH:5]=1.[C:17]([C:21]1[CH:26]=[CH:25][C:24]([CH:27]=[CH:28][C:29](O)=[O:30])=[CH:23][CH:22]=1)([CH3:20])([CH3:19])[CH3:18].C[N+]1(C2N=C(OC)N=C(OC)N=2)CCOCC1.[Cl-], predict the reaction product. The product is: [C:17]([C:21]1[CH:22]=[CH:23][C:24]([CH:27]=[CH:28][C:29]([NH:2][CH2:3][C:4]2[CH:5]=[C:6]([F:16])[C:7]([NH:11][S:12]([CH3:15])(=[O:14])=[O:13])=[CH:8][C:9]=2[F:10])=[O:30])=[CH:25][CH:26]=1)([CH3:20])([CH3:18])[CH3:19]. (6) Given the reactants [CH2:1]([O:3][C:4]([C:6]1[CH:7]=[C:8]2[N:13]([CH:14]=1)[CH:12]=[CH:11][C:10]([CH2:15][OH:16])=[CH:9]2)=[O:5])[CH3:2].Br[C:18]1[CH:19]=[CH:20][C:21]([F:24])=[N:22][CH:23]=1, predict the reaction product. The product is: [CH2:1]([O:3][C:4]([C:6]1[CH:7]=[C:8]2[N:13]([C:14]=1[C:18]1[CH:23]=[N:22][C:21]([F:24])=[CH:20][CH:19]=1)[CH:12]=[CH:11][C:10]([CH2:15][OH:16])=[CH:9]2)=[O:5])[CH3:2].